Dataset: NCI-60 drug combinations with 297,098 pairs across 59 cell lines. Task: Regression. Given two drug SMILES strings and cell line genomic features, predict the synergy score measuring deviation from expected non-interaction effect. (1) Drug 1: C1=CC=C(C=C1)NC(=O)CCCCCCC(=O)NO. Cell line: SNB-19. Synergy scores: CSS=20.7, Synergy_ZIP=-3.15, Synergy_Bliss=0.555, Synergy_Loewe=-22.9, Synergy_HSA=-1.76. Drug 2: CC1=C(C(=O)C2=C(C1=O)N3CC4C(C3(C2COC(=O)N)OC)N4)N. (2) Drug 1: C#CCC(CC1=CN=C2C(=N1)C(=NC(=N2)N)N)C3=CC=C(C=C3)C(=O)NC(CCC(=O)O)C(=O)O. Drug 2: C1CNP(=O)(OC1)N(CCCl)CCCl. Cell line: HOP-62. Synergy scores: CSS=-9.10, Synergy_ZIP=5.49, Synergy_Bliss=-1.70, Synergy_Loewe=-2.65, Synergy_HSA=-8.68.